From a dataset of TCR-epitope binding with 47,182 pairs between 192 epitopes and 23,139 TCRs. Binary Classification. Given a T-cell receptor sequence (or CDR3 region) and an epitope sequence, predict whether binding occurs between them. (1) The epitope is FVDGVPFVV. The TCR CDR3 sequence is CSVESGKRTQYF. Result: 1 (the TCR binds to the epitope). (2) The epitope is NLWNTFTRL. The TCR CDR3 sequence is CASSPGTGEQYF. Result: 0 (the TCR does not bind to the epitope). (3) The epitope is YEGNSPFHPL. The TCR CDR3 sequence is CASSSGAPIEAFF. Result: 0 (the TCR does not bind to the epitope). (4) The epitope is FLNGSCGSV. The TCR CDR3 sequence is CASSFSGGATDTQYF. Result: 1 (the TCR binds to the epitope). (5) The TCR CDR3 sequence is CASSLIAGGPYEQYF. The epitope is KPLEFGATSAAL. Result: 1 (the TCR binds to the epitope). (6) The epitope is FLASKIGRLV. The TCR CDR3 sequence is CASRTGLASTDTQYF. Result: 1 (the TCR binds to the epitope). (7) The epitope is ARMILMTHF. The TCR CDR3 sequence is CASTLAQGSQTEAFF. Result: 0 (the TCR does not bind to the epitope).